From a dataset of Reaction yield outcomes from USPTO patents with 853,638 reactions. Predict the reaction yield, written as a fraction of the theoretical maximum amount of product (1.0 means a 100% yield; for example, 0.34 means a 34% yield). (1) The yield is 0.910. The catalyst is C1COCC1.[Cl-].[Na+].O. The product is [OH:34][C:9]1[CH:10]=[C:11]([O:28][C:29]([F:30])([F:31])[F:32])[CH:12]=[C:13]2[C:18]=1[O:17][CH:16]([C:19]([F:21])([F:20])[F:22])[C:15]([C:23]([O:25][CH2:26][CH3:27])=[O:24])=[CH:14]2. The reactants are CC1(C)C(C)(C)OB([C:9]2[CH:10]=[C:11]([O:28][C:29]([F:32])([F:31])[F:30])[CH:12]=[C:13]3[C:18]=2[O:17][CH:16]([C:19]([F:22])([F:21])[F:20])[C:15]([C:23]([O:25][CH2:26][CH3:27])=[O:24])=[CH:14]3)O1.[OH:34]O.[OH-].[Na+].Cl. (2) The reactants are Br[C:2]1[CH:11]=[CH:10][C:9]([Cl:12])=[CH:8][C:3]=1[C:4]([O:6][CH3:7])=[O:5].[C:13]([Si:15]([CH3:18])([CH3:17])[CH3:16])#[CH:14]. The catalyst is [Cu]I.CC([O-])=O.CC([O-])=O.[Pd+2].C1(P(C2C=CC=CC=2)C2C=CC=CC=2)C=CC=CC=1. The product is [Cl:12][C:9]1[CH:10]=[CH:11][C:2]([C:14]#[C:13][Si:15]([CH3:18])([CH3:17])[CH3:16])=[C:3]([CH:8]=1)[C:4]([O:6][CH3:7])=[O:5]. The yield is 1.02. (3) The reactants are C([O-])(=O)C.[Na+].[NH2:6][C:7]1[CH:12]=[CH:11][CH:10]=[CH:9][C:8]=1[OH:13].[OH:14][C:15]1[CH:22]=[CH:21][C:18]([CH:19]=O)=[CH:17][CH:16]=1.C(OCC)(=O)C. The catalyst is C(O)(=O)C.O. The product is [O:13]1[C:8]2[CH:9]=[CH:10][CH:11]=[CH:12][C:7]=2[N:6]=[C:19]1[C:18]1[CH:21]=[CH:22][C:15]([OH:14])=[CH:16][CH:17]=1. The yield is 0.0760. (4) The reactants are [N:1]([CH2:4][CH2:5][NH:6][C:7](=[O:21])[CH2:8][CH2:9][CH2:10][CH2:11][CH2:12][CH2:13][CH2:14][CH2:15][CH2:16]CCCC)=[N+:2]=[N-:3].[CH2:22](C1C=CC(C(Cl)=O)=CC=1)[CH2:23]CCC.N(CCN)=[N+]=[N-].C(N(CC)CC)C. The catalyst is ClCCl. The product is [N:1]([CH2:4][CH2:5][NH:6][C:7](=[O:21])[C:8]1[CH:9]=[CH:10][C:11]([CH2:12][CH2:13][CH2:14][CH2:15][CH3:16])=[CH:23][CH:22]=1)=[N+:2]=[N-:3]. The yield is 0.760. (5) The reactants are [C:1]1([C:7]23[CH2:14][CH2:13][C:10]([C:15](OCC)=[O:16])([CH2:11][CH2:12]2)[CH2:9][CH2:8]3)[CH:6]=[CH:5][CH:4]=[CH:3][CH:2]=1.Cl.[CH3:21][NH:22][O:23][CH3:24].C([Mg]Cl)(C)C. The catalyst is C1COCC1. The product is [CH3:24][O:23][N:22]([CH3:21])[C:15]([C:10]12[CH2:11][CH2:12][C:7]([C:1]3[CH:2]=[CH:3][CH:4]=[CH:5][CH:6]=3)([CH2:14][CH2:13]1)[CH2:8][CH2:9]2)=[O:16]. The yield is 0.550. (6) The reactants are [C:1]([C:5]1[CH:9]=[C:8]([NH:10][C:11](=[O:13])[O-])[N:7]([C:14]2[CH:19]=[CH:18][CH:17]=[CH:16][CH:15]=2)[N:6]=1)([CH3:4])([CH3:3])[CH3:2].[Cl:20][C:21]1[CH:27]=[CH:26][C:25]([O:28][C:29]2[C:38]3[C:33](=[CH:34][C:35]([O:41][CH3:42])=[C:36]([O:39][CH3:40])[CH:37]=3)[N:32]=[CH:31][N:30]=2)=[CH:24][C:22]=1[NH2:23]. No catalyst specified. The product is [C:1]([C:5]1[CH:9]=[C:8]([NH:10][C:11]([NH:23][C:22]2[CH:24]=[C:25]([O:28][C:29]3[C:38]4[C:33](=[CH:34][C:35]([O:41][CH3:42])=[C:36]([O:39][CH3:40])[CH:37]=4)[N:32]=[CH:31][N:30]=3)[CH:26]=[CH:27][C:21]=2[Cl:20])=[O:13])[N:7]([C:14]2[CH:19]=[CH:18][CH:17]=[CH:16][CH:15]=2)[N:6]=1)([CH3:2])([CH3:3])[CH3:4]. The yield is 0.200. (7) The reactants are S(=O)(=O)(O)O.O.[Cl:7][C:8]1[CH:13]=[CH:12][C:11]([CH2:14][CH:15](O)[CH:16]([CH3:18])[CH3:17])=[CH:10][CH:9]=1. No catalyst specified. The product is [Cl:7][C:8]1[CH:13]=[C:12]2[C:11]([CH2:14][CH2:15][C:16]2([CH3:18])[CH3:17])=[CH:10][CH:9]=1. The yield is 0.630.